From a dataset of Full USPTO retrosynthesis dataset with 1.9M reactions from patents (1976-2016). Predict the reactants needed to synthesize the given product. (1) Given the product [CH3:18][O:13][C:12](=[O:14])[C:11](=[O:15])[CH:10]=[CH:9][C:5]1[CH:6]=[CH:7][CH:8]=[C:3]([Br:2])[CH:4]=1, predict the reactants needed to synthesize it. The reactants are: [K+].[Br:2][C:3]1[CH:4]=[C:5]([CH:9]=[CH:10][C:11](=[O:15])[C:12]([O-:14])=[O:13])[CH:6]=[CH:7][CH:8]=1.CI.[CH3:18]N(C)C=O. (2) Given the product [CH3:12][N:13]1[CH2:14][CH2:15][N:16]([C:19]2[N:20]=[CH:21][C:22]([C:2]3[CH:11]=[N:10][C:5]4[NH:6][CH2:7][CH2:8][NH:9][C:4]=4[CH:3]=3)=[CH:23][CH:24]=2)[CH2:17][CH2:18]1, predict the reactants needed to synthesize it. The reactants are: I[C:2]1[CH:11]=[N:10][C:5]2[NH:6][CH2:7][CH2:8][NH:9][C:4]=2[CH:3]=1.[CH3:12][N:13]1[CH2:18][CH2:17][N:16]([C:19]2[CH:24]=[CH:23][C:22](B3OC(C)(C)C(C)(C)O3)=[CH:21][N:20]=2)[CH2:15][CH2:14]1. (3) The reactants are: [CH2:1]([C:3]1([CH2:25][CH3:26])[C:7](=[O:8])[O:6][CH:5]([CH2:9][CH2:10]N2CCN(C3C=CC=CC=3C#N)CC2)[CH2:4]1)[CH3:2].[CH:27]([N:40]1[CH2:45][CH2:44][NH:43][CH2:42][CH2:41]1)([C:34]1[CH:39]=[CH:38][CH:37]=[CH:36][CH:35]=1)[C:28]1[CH:33]=[CH:32][CH:31]=[CH:30][CH:29]=1.N1(C2C=CC=CC=2C#N)CCNCC1. Given the product [CH:27]([N:40]1[CH2:45][CH2:44][N:43]([CH2:10][CH2:9][CH:5]2[O:6][C:7](=[O:8])[C:3]([CH2:25][CH3:26])([CH2:1][CH3:2])[CH2:4]2)[CH2:42][CH2:41]1)([C:34]1[CH:39]=[CH:38][CH:37]=[CH:36][CH:35]=1)[C:28]1[CH:33]=[CH:32][CH:31]=[CH:30][CH:29]=1, predict the reactants needed to synthesize it. (4) Given the product [Cl:27][C:8]1[C:9]([N:13]=[C:14]([C:15]2[CH:20]=[CH:19][CH:18]=[CH:17][CH:16]=2)[C:21]2[CH:26]=[CH:25][CH:24]=[CH:23][CH:22]=2)=[N:10][CH:11]=[CH:12][C:7]=1[O:6][C:5]1[CH:28]=[CH:29][C:2]([NH:1][C:44]([C:40]2[C:39](=[O:47])[C:38]([C:35]3[CH:36]=[CH:37][C:32]([F:31])=[CH:33][CH:34]=3)=[CH:43][NH:42][CH:41]=2)=[O:45])=[CH:3][C:4]=1[F:30], predict the reactants needed to synthesize it. The reactants are: [NH2:1][C:2]1[CH:29]=[CH:28][C:5]([O:6][C:7]2[CH:12]=[CH:11][N:10]=[C:9]([N:13]=[C:14]([C:21]3[CH:26]=[CH:25][CH:24]=[CH:23][CH:22]=3)[C:15]3[CH:20]=[CH:19][CH:18]=[CH:17][CH:16]=3)[C:8]=2[Cl:27])=[C:4]([F:30])[CH:3]=1.[F:31][C:32]1[CH:37]=[CH:36][C:35]([C:38]2[C:39](=[O:47])[C:40]([C:44](O)=[O:45])=[CH:41][NH:42][CH:43]=2)=[CH:34][CH:33]=1.CN(C(ON1N=NC2C=CC=NC1=2)=[N+](C)C)C.F[P-](F)(F)(F)(F)F.CCN(C(C)C)C(C)C. (5) Given the product [CH3:15][N:16]1[CH2:21][CH2:20][N:19]([C:2]2[C:3]3[N:4]([CH:12]=[N:13][N:14]=3)[C:5]3[N:11]=[CH:10][CH:9]=[CH:8][C:6]=3[N:7]=2)[CH2:18][CH2:17]1, predict the reactants needed to synthesize it. The reactants are: Cl[C:2]1[C:3]2[N:4]([CH:12]=[N:13][N:14]=2)[C:5]2[N:11]=[CH:10][CH:9]=[CH:8][C:6]=2[N:7]=1.[CH3:15][N:16]1[CH2:21][CH2:20][NH:19][CH2:18][CH2:17]1.[NH4+].[Cl-]. (6) Given the product [CH:1]([C:4]1[CH:5]=[C:6]([CH:18]=[CH:19][C:20]=1[O:21][Si:22]([CH:26]([CH3:28])[CH3:27])([CH:23]([CH3:25])[CH3:24])[CH:29]([CH3:31])[CH3:30])[CH2:7][C:8]1[C:16]2[C:11](=[C:12]([NH:17][C:32](=[O:39])[CH2:33][C:34]([O:36][CH2:37][CH3:38])=[O:35])[CH:13]=[CH:14][CH:15]=2)[NH:10][CH:9]=1)([CH3:3])[CH3:2], predict the reactants needed to synthesize it. The reactants are: [CH:1]([C:4]1[CH:5]=[C:6]([CH:18]=[CH:19][C:20]=1[O:21][Si:22]([CH:29]([CH3:31])[CH3:30])([CH:26]([CH3:28])[CH3:27])[CH:23]([CH3:25])[CH3:24])[CH2:7][C:8]1[C:16]2[C:11](=[C:12]([NH2:17])[CH:13]=[CH:14][CH:15]=2)[NH:10][CH:9]=1)([CH3:3])[CH3:2].[C:32](OCC)(=[O:39])[CH2:33][C:34]([O:36][CH2:37][CH3:38])=[O:35]. (7) Given the product [CH2:1]([O:8][C:9]1[CH:10]=[C:11]([CH:12]=[CH:13][CH:14]=1)[O:15][CH:17]1[CH2:22][CH2:21][N:20]([C:23]([O:25][C:26]([CH3:29])([CH3:28])[CH3:27])=[O:24])[CH2:19][CH2:18]1)[C:2]1[CH:3]=[CH:4][CH:5]=[CH:6][CH:7]=1, predict the reactants needed to synthesize it. The reactants are: [CH2:1]([O:8][C:9]1[CH:10]=[C:11]([OH:15])[CH:12]=[CH:13][CH:14]=1)[C:2]1[CH:7]=[CH:6][CH:5]=[CH:4][CH:3]=1.O[CH:17]1[CH2:22][CH2:21][N:20]([C:23]([O:25][C:26]([CH3:29])([CH3:28])[CH3:27])=[O:24])[CH2:19][CH2:18]1.C1C=CC(P(C2C=CC=CC=2)C2C=CC=CC=2)=CC=1.CCOC(/N=N/C(OCC)=O)=O. (8) Given the product [CH:20]([C:22]1[CH:23]=[CH:24][C:25]([O:32][CH2:2][C:3]2[N:4]=[C:5]([C:9]3[O:10][CH:11]=[CH:12][CH:13]=3)[O:6][C:7]=2[CH3:8])=[C:26]([CH:31]=1)[C:27]([O:29][CH3:30])=[O:28])=[O:21], predict the reactants needed to synthesize it. The reactants are: Cl[CH2:2][C:3]1[N:4]=[C:5]([C:9]2[O:10][CH:11]=[CH:12][CH:13]=2)[O:6][C:7]=1[CH3:8].C(=O)([O-])[O-].[K+].[K+].[CH:20]([C:22]1[CH:23]=[CH:24][C:25]([OH:32])=[C:26]([CH:31]=1)[C:27]([O:29][CH3:30])=[O:28])=[O:21].CN(C)C=O. (9) Given the product [CH:6]([OH:7])=[O:5].[Cl:29][C:25]1[CH:24]=[C:23]([CH:28]=[CH:27][CH:26]=1)[CH2:22][O:21][C:16]1[N:15]=[C:14]([N:11]2[CH2:10][CH2:9][NH:8][CH2:13][CH2:12]2)[CH:19]=[N:18][C:17]=1[F:20], predict the reactants needed to synthesize it. The reactants are: C([O:5][C:6]([N:8]1[CH2:13][CH2:12][N:11]([C:14]2[CH:19]=[N:18][C:17]([F:20])=[C:16]([O:21][CH2:22][C:23]3[CH:28]=[CH:27][CH:26]=[C:25]([Cl:29])[CH:24]=3)[N:15]=2)[CH2:10][CH2:9]1)=[O:7])(C)(C)C. (10) Given the product [NH2:42][C:34]1[CH:35]=[C:36]2[C:31]([O:30][C:29]3[C:28]([C:18]4[NH:17][C:16](=[O:15])[CH:21]=[C:20]([N:22]5[CH2:23][CH2:24][O:25][CH2:26][CH2:27]5)[N:19]=4)=[CH:41][CH:40]=[CH:39][C:38]=3[CH2:37]2)=[CH:32][CH:33]=1, predict the reactants needed to synthesize it. The reactants are: Cl.O1CCOCC1.COC1C=CC(C[O:15][C:16]2[CH:21]=[C:20]([N:22]3[CH2:27][CH2:26][O:25][CH2:24][CH2:23]3)[N:19]=[C:18]([C:28]3[CH:41]=[CH:40][CH:39]=[C:38]4[C:29]=3[O:30][C:31]3[CH:32]=[CH:33][C:34]([NH:42]C(=O)OC(C)(C)C)=[CH:35][C:36]=3[CH2:37]4)[N:17]=2)=CC=1.